This data is from Catalyst prediction with 721,799 reactions and 888 catalyst types from USPTO. The task is: Predict which catalyst facilitates the given reaction. (1) Reactant: [CH2:1]([O:8][C:9]1[C:14]([F:15])=[CH:13][C:12]([C:16]2[N:21]=[CH:20][C:19]3[C:22]([I:31])=[N:23][N:24]([CH:25]4[CH2:30][CH2:29][CH2:28][CH2:27][O:26]4)[C:18]=3[CH:17]=2)=[C:11]([CH2:32][C:33]([F:36])([F:35])[F:34])[CH:10]=1)[C:2]1[CH:7]=[CH:6][CH:5]=[CH:4][CH:3]=1.C1C=C(Cl)C=C(C(OO)=[O:45])C=1. Product: [CH2:1]([O:8][C:9]1[C:14]([F:15])=[CH:13][C:12]([C:16]2[N+:21]([O-:45])=[CH:20][C:19]3[C:22]([I:31])=[N:23][N:24]([CH:25]4[CH2:30][CH2:29][CH2:28][CH2:27][O:26]4)[C:18]=3[CH:17]=2)=[C:11]([CH2:32][C:33]([F:35])([F:36])[F:34])[CH:10]=1)[C:2]1[CH:7]=[CH:6][CH:5]=[CH:4][CH:3]=1. The catalyst class is: 2. (2) Reactant: [C:1]1([N:7]2[C:12](=[O:13])[C:11]3[S:14][CH:15]=[C:16]([C:17]4[CH:22]=[CH:21][CH:20]=[CH:19][CH:18]=4)[C:10]=3[N:9]=[CH:8]2)C=C[CH:4]=[CH:3][CH:2]=1.NC1C(C2C=CC=CC=2[F:35])=CSC=1C(OC)=O.C(OCC)(OCC)OCC.C1(CN)CC1. Product: [CH:2]1([CH2:1][N:7]2[C:12](=[O:13])[C:11]3[S:14][CH:15]=[C:16]([C:17]4[CH:22]=[CH:21][CH:20]=[CH:19][C:18]=4[F:35])[C:10]=3[N:9]=[CH:8]2)[CH2:4][CH2:3]1. The catalyst class is: 15. (3) Reactant: [CH3:1][C:2](=[O:7])[CH2:3][CH2:4][CH:5]=[CH2:6].[F:8][C:9]([F:19])([F:18])[C:10]1[CH:15]=[CH:14][C:13]([Mg]Br)=[CH:12][CH:11]=1. Product: [F:8][C:9]([F:19])([F:18])[C:10]1[CH:15]=[CH:14][C:13]([C:2]([OH:7])([CH2:3][CH2:4][CH:5]=[CH2:6])[CH3:1])=[CH:12][CH:11]=1. The catalyst class is: 54. (4) Reactant: [CH2:1]([O:3][C:4]1([C:7]2[CH:12]=[CH:11][C:10]([C:13]#[C:14][Si](C)(C)C)=[CH:9][C:8]=2[C:19]([CH3:22])([CH3:21])[CH3:20])[CH2:6][CH2:5]1)[CH3:2].C(=O)([O-])[O-].[K+].[K+]. Product: [CH2:1]([O:3][C:4]1([C:7]2[CH:12]=[CH:11][C:10]([C:13]#[CH:14])=[CH:9][C:8]=2[C:19]([CH3:20])([CH3:22])[CH3:21])[CH2:6][CH2:5]1)[CH3:2]. The catalyst class is: 5. (5) Reactant: [C:1]([O:4][CH:5]1[C:9]2=[N:10][CH:11]=[C:12]([NH2:29])[C:13]([N:14]3[CH2:19][C@H:18]([CH3:20])[CH2:17][C@H:16]([NH:21][C:22]([O:24][C:25]([CH3:28])([CH3:27])[CH3:26])=[O:23])[CH2:15]3)=[C:8]2[CH2:7][CH2:6]1)(=[O:3])[CH3:2].[F:30][C:31]1[CH:36]=[C:35]([CH2:37][O:38][CH3:39])[CH:34]=[C:33]([F:40])[C:32]=1[C:41]1[N:46]=[C:45]([C:47](O)=[O:48])[CH:44]=[CH:43][C:42]=1[F:50].CN(C(ON1N=NC2C=CC=NC1=2)=[N+](C)C)C.F[P-](F)(F)(F)(F)F.CCN(C(C)C)C(C)C. Product: [C:1]([O:4][CH:5]1[C:9]2=[N:10][CH:11]=[C:12]([NH:29][C:47]([C:45]3[CH:44]=[CH:43][C:42]([F:50])=[C:41]([C:32]4[C:31]([F:30])=[CH:36][C:35]([CH2:37][O:38][CH3:39])=[CH:34][C:33]=4[F:40])[N:46]=3)=[O:48])[C:13]([N:14]3[CH2:19][C@H:18]([CH3:20])[CH2:17][C@H:16]([NH:21][C:22]([O:24][C:25]([CH3:28])([CH3:27])[CH3:26])=[O:23])[CH2:15]3)=[C:8]2[CH2:7][CH2:6]1)(=[O:3])[CH3:2]. The catalyst class is: 3. (6) Reactant: [CH2:1]([O:8][C@@H:9]([C@@H:42]([OH:44])[CH3:43])[C@@H:10]([CH2:33][C:34]1[CH:39]=[CH:38][C:37]([F:40])=[CH:36][C:35]=1[F:41])[CH2:11][CH2:12][CH2:13][C@H:14]([NH:25][C:26]([O:28][C:29]([CH3:32])([CH3:31])[CH3:30])=[O:27])[C:15]([O:17]CC1C=CC=CC=1)=[O:16])[C:2]1[CH:7]=[CH:6][CH:5]=[CH:4][CH:3]=1.C1COCC1.O. Product: [CH2:1]([O:8][C@@H:9]([C@@H:42]([OH:44])[CH3:43])[C@@H:10]([CH2:33][C:34]1[CH:39]=[CH:38][C:37]([F:40])=[CH:36][C:35]=1[F:41])[CH2:11][CH2:12][CH2:13][C@H:14]([NH:25][C:26]([O:28][C:29]([CH3:31])([CH3:32])[CH3:30])=[O:27])[C:15]([OH:17])=[O:16])[C:2]1[CH:3]=[CH:4][CH:5]=[CH:6][CH:7]=1. The catalyst class is: 33.